This data is from Reaction yield outcomes from USPTO patents with 853,638 reactions. The task is: Predict the reaction yield, written as a fraction of the theoretical maximum amount of product (1.0 means a 100% yield; for example, 0.34 means a 34% yield). (1) The reactants are [C:1]([O:5][C:6]([NH:8][CH2:9][C@@H:10]([CH3:14])[C:11](O)=[O:12])=[O:7])([CH3:4])([CH3:3])[CH3:2].S(C)C.B.C1COCC1.O. The catalyst is C1COCC1.C(Cl)Cl. The product is [C:1]([O:5][C:6]([NH:8][CH2:9][C@@H:10]([CH3:14])[CH2:11][OH:12])=[O:7])([CH3:4])([CH3:3])[CH3:2]. The yield is 0.610. (2) The reactants are [NH2:1][C:2]1[C:7]2=[CH:8][CH:9]=[C:10]([C:11](=[O:14])[CH2:12][Cl:13])[N:6]2[N:5]=[CH:4][N:3]=1.[Br:15]N1C(C)(C)C(=O)N(Br)C1=O. The catalyst is CN(C=O)C. The product is [NH2:1][C:2]1[C:7]2=[C:8]([Br:15])[CH:9]=[C:10]([C:11](=[O:14])[CH2:12][Cl:13])[N:6]2[N:5]=[CH:4][N:3]=1. The yield is 0.520. (3) The reactants are [CH:1]1([N:6]2[C:11]3[N:12]=[C:13]([S:16][CH3:17])[N:14]=[CH:15][C:10]=3[CH:9]=[C:8]([CH3:18])[C:7]2=[O:19])[CH2:5][CH2:4][CH2:3][CH2:2]1.CO.C1(S(N2C(C3C=CC=CC=3)O2)(=O)=[O:29])C=CC=CC=1. The catalyst is ClCCl. The product is [CH:1]1([N:6]2[C:11]3[N:12]=[C:13]([S:16]([CH3:17])=[O:29])[N:14]=[CH:15][C:10]=3[CH:9]=[C:8]([CH3:18])[C:7]2=[O:19])[CH2:2][CH2:3][CH2:4][CH2:5]1. The yield is 0.848.